Regression. Given a peptide amino acid sequence and an MHC pseudo amino acid sequence, predict their binding affinity value. This is MHC class II binding data. From a dataset of Peptide-MHC class II binding affinity with 134,281 pairs from IEDB. (1) The peptide sequence is LLNEFNNLYADKVSV. The MHC is H-2-IAb with pseudo-sequence H-2-IAb. The binding affinity (normalized) is 0.0513. (2) The peptide sequence is KKPLRPRWCDERVSS. The MHC is HLA-DQA10501-DQB10303 with pseudo-sequence HLA-DQA10501-DQB10303. The binding affinity (normalized) is 0.207. (3) The peptide sequence is LPISPLSNSLLRHHNLVYMT. The MHC is DRB1_0802 with pseudo-sequence DRB1_0802. The binding affinity (normalized) is 0.378. (4) The MHC is HLA-DQA10501-DQB10201 with pseudo-sequence HLA-DQA10501-DQB10201. The peptide sequence is PKKYFAATQFEPLAA. The binding affinity (normalized) is 0.324. (5) The peptide sequence is RLFKAFILDGDNLFP. The MHC is HLA-DQA10301-DQB10302 with pseudo-sequence HLA-DQA10301-DQB10302. The binding affinity (normalized) is 0.389. (6) The peptide sequence is EITPQASTTEAILPE. The MHC is DRB1_1101 with pseudo-sequence DRB1_1101. The binding affinity (normalized) is 0. (7) The peptide sequence is DLPTHENHGLKTRQE. The MHC is HLA-DQA10102-DQB10501 with pseudo-sequence HLA-DQA10102-DQB10501. The binding affinity (normalized) is 0. (8) The binding affinity (normalized) is 0.654. The MHC is HLA-DQA10501-DQB10301 with pseudo-sequence HLA-DQA10501-DQB10301. The peptide sequence is AAATPGTTVYGAFAA. (9) The peptide sequence is ASYFAADRILPELTE. The MHC is DRB1_0404 with pseudo-sequence DRB1_0404. The binding affinity (normalized) is 0.461. (10) The peptide sequence is KKIEGVHGGTWVSATLE. The MHC is HLA-DQA10201-DQB10301 with pseudo-sequence HLA-DQA10201-DQB10301. The binding affinity (normalized) is 0.689.